Dataset: Full USPTO retrosynthesis dataset with 1.9M reactions from patents (1976-2016). Task: Predict the reactants needed to synthesize the given product. (1) Given the product [Cl:12][C:4]1[CH:5]=[C:6]([CH:10]=[CH:11][C:3]=1[CH2:2][C:13]#[N:14])[C:7]([Cl:16])=[O:9], predict the reactants needed to synthesize it. The reactants are: Br[CH2:2][C:3]1[CH:11]=[CH:10][C:6]([C:7]([OH:9])=O)=[CH:5][C:4]=1[Cl:12].[C-:13]#[N:14].[Na+].[ClH:16]. (2) Given the product [Si:1]([O:8][CH2:9][C@@H:10]([N:24]([CH2:37][CH:38]([CH3:40])[CH3:39])[S:25]([C:28]1[CH:36]=[CH:35][C:31]2[N:32]=[CH:33][S:34][C:30]=2[CH:29]=1)(=[O:27])=[O:26])[C:11]1[S:12][C:13](/[CH:16]=[N:17]\[S:18]([C:20]([CH3:21])([CH3:22])[CH3:23])=[O:19])=[CH:14][CH:15]=1)([C:4]([CH3:6])([CH3:7])[CH3:5])([CH3:3])[CH3:2], predict the reactants needed to synthesize it. The reactants are: [Si:1]([O:8][CH2:9][C@@H:10]([NH:24][S:25]([C:28]1[CH:36]=[CH:35][C:31]2[N:32]=[CH:33][S:34][C:30]=2[CH:29]=1)(=[O:27])=[O:26])[C:11]1[S:12][C:13](/[CH:16]=[N:17]\[S:18]([C:20]([CH3:23])([CH3:22])[CH3:21])=[O:19])=[CH:14][CH:15]=1)([C:4]([CH3:7])([CH3:6])[CH3:5])([CH3:3])[CH3:2].[CH2:37](O)[CH:38]([CH3:40])[CH3:39].C(P(=CC#N)(CCCC)CCCC)CCC. (3) Given the product [NH:11]1[C:2]2[CH:3]=[CH:4][N:5]=[CH:6][C:7]=2[C:8]([NH2:9])=[N:12]1, predict the reactants needed to synthesize it. The reactants are: Cl[C:2]1[C:7]([C:8]#[N:9])=[CH:6][N:5]=[CH:4][CH:3]=1.O.[NH2:11][NH2:12].